Dataset: Full USPTO retrosynthesis dataset with 1.9M reactions from patents (1976-2016). Task: Predict the reactants needed to synthesize the given product. The reactants are: [N+:1]([C:4]1[CH:5]=[C:6]([CH:23]=[CH:24][C:25]=1[N+:26]([O-])=O)[NH:7][C:8](=[O:22])[C:9]1[CH:14]=[CH:13][C:12]([N:15]2[CH2:20][CH2:19][N:18]([CH3:21])[CH2:17][CH2:16]2)=[CH:11][CH:10]=1)([O-])=O.[CH3:29][N:30]1[CH2:35][CH2:34][N:33]([C:36]2[CH:41]=[CH:40][C:39]([NH:42][C:43]([C:45]3[CH:52]=[CH:51][C:48]([CH:49]=O)=[CH:47][CH:46]=3)=[O:44])=[CH:38][CH:37]=2)[CH2:32][CH2:31]1. Given the product [CH3:21][N:18]1[CH2:19][CH2:20][N:15]([C:12]2[CH:13]=[CH:14][C:9]([C:8]([NH:7][C:6]3[CH:23]=[CH:24][C:25]4[NH:26][C:49]([C:48]5[CH:51]=[CH:52][C:45]([C:43](=[O:44])[NH:42][C:39]6[CH:40]=[CH:41][C:36]([N:33]7[CH2:34][CH2:35][N:30]([CH3:29])[CH2:31][CH2:32]7)=[CH:37][CH:38]=6)=[CH:46][CH:47]=5)=[N:1][C:4]=4[CH:5]=3)=[O:22])=[CH:10][CH:11]=2)[CH2:16][CH2:17]1, predict the reactants needed to synthesize it.